Task: Predict the reaction yield, written as a fraction of the theoretical maximum amount of product (1.0 means a 100% yield; for example, 0.34 means a 34% yield).. Dataset: Reaction yield outcomes from USPTO patents with 853,638 reactions (1) The reactants are [CH2:1]([CH2:15][C:16]([NH:18][CH2:19][CH2:20][CH:21]([S:23][C:24](=[S:40])[CH2:25][CH2:26][CH2:27][CH2:28][CH2:29][CH2:30][CH2:31][CH2:32][CH2:33][CH2:34][CH2:35][CH2:36][CH2:37][CH2:38][CH3:39])[OH:22])=[S:17])[CH2:2][CH2:3][CH2:4][CH2:5][CH2:6][CH2:7][CH2:8][CH2:9][CH2:10][CH2:11][CH2:12][CH2:13][CH3:14].C1(N=C=N[CH:50]2[CH2:55][CH2:54][CH2:53][CH2:52][CH2:51]2)CCCCC1.CN([C:59]1[CH:64]=[CH:63][CH:62]=[CH:61]N=1)C.[CH2:65]([CH2:79][C:80](O)=[S:81])[CH2:66][CH2:67][CH2:68][CH2:69][CH2:70][CH2:71][CH2:72][CH2:73][CH2:74][CH2:75][CH2:76][CH2:77]C.O1C[CH2:86][CH2:85][CH2:84]1. No catalyst specified. The product is [CH2:1]([CH2:15][C:16]([NH:18][CH2:19][CH2:20][C:21]([O:22][S:81][CH2:80][CH2:79][CH2:65][CH2:66][CH2:67][CH2:68][CH2:69][CH2:70][CH2:71][CH2:72][CH2:73][CH2:74][CH2:75][CH2:76][CH3:77])([S:23][C:24](=[S:40])[CH2:25][CH2:26][CH2:27][CH2:28][CH2:29][CH2:30][CH2:31][CH2:32][CH2:33][CH2:34][CH2:35][CH2:36][CH2:37][CH2:38][CH3:39])[CH2:59][CH2:64][CH2:63][CH2:62][CH2:61][CH2:84][CH2:85][CH2:86][CH2:51][CH2:52][CH2:53][CH2:54][CH2:55][CH3:50])=[S:17])[CH2:2][CH2:3][CH2:4][CH2:5][CH2:6][CH2:7][CH2:8][CH2:9][CH2:10][CH2:11][CH2:12][CH2:13][CH3:14]. The yield is 0.170. (2) The product is [CH3:3][CH:2]([O:4][C:5]1[CH:14]=[C:13]2[C:8]([C:9]([C:38]([NH:48][C@H:47]([C:49]3[CH:54]=[CH:53][CH:52]=[CH:51][CH:50]=3)[C:46]([F:45])([F:55])[F:56])=[O:40])=[C:10]([CH2:25][N:26]3[CH2:27][CH2:28][CH:29]([N:32]4[CH2:37][CH2:36][O:35][CH2:34][CH2:33]4)[CH2:30][CH2:31]3)[C:11]([C:15]3[CH:20]=[CH:19][CH:18]=[C:17]([C:21]([F:24])([F:23])[F:22])[CH:16]=3)=[N:12]2)=[CH:7][C:6]=1[S:41]([CH3:44])(=[O:42])=[O:43])[CH3:1]. The yield is 0.520. The catalyst is C(OCC)(=O)C.ClCCl.C([O-])(O)=O.[Na+]. The reactants are [CH3:1][CH:2]([O:4][C:5]1[CH:14]=[C:13]2[C:8]([C:9]([C:38]([OH:40])=O)=[C:10]([CH2:25][N:26]3[CH2:31][CH2:30][CH:29]([N:32]4[CH2:37][CH2:36][O:35][CH2:34][CH2:33]4)[CH2:28][CH2:27]3)[C:11]([C:15]3[CH:20]=[CH:19][CH:18]=[C:17]([C:21]([F:24])([F:23])[F:22])[CH:16]=3)=[N:12]2)=[CH:7][C:6]=1[S:41]([CH3:44])(=[O:43])=[O:42])[CH3:3].[F:45][C:46]([F:56])([F:55])[C@@H:47]([C:49]1[CH:54]=[CH:53][CH:52]=[CH:51][CH:50]=1)[NH2:48].C(N(CC)C(C)C)(C)C.C(P1(=O)OP(=O)(CCC)OP(=O)(CCC)O1)CC. (3) The product is [Si:12]([O:11][C:3]1[CH:4]=[CH:5][C:6]([N+:8]([O-:10])=[O:9])=[CH:7][C:2]=1[NH2:1])([C:15]([CH3:18])([CH3:17])[CH3:16])([CH3:14])[CH3:13]. The reactants are [NH2:1][C:2]1[CH:7]=[C:6]([N+:8]([O-:10])=[O:9])[CH:5]=[CH:4][C:3]=1[OH:11].[Si:12](Cl)([C:15]([CH3:18])([CH3:17])[CH3:16])([CH3:14])[CH3:13].C(N(CC)CC)C.[Cl-].[NH4+]. The catalyst is C(Cl)Cl.O.C(OCC)C. The yield is 0.930. (4) The reactants are [CH2:1]([O:5][C:6]1[CH:11]=[CH:10][C:9]([S:12]([N:15]2[CH2:20][CH2:19][S:18][C:17]([CH3:22])([CH3:21])[CH:16]2[C:23]([O-:25])=[O:24])(=[O:14])=[O:13])=[CH:8][CH:7]=1)[C:2]#[C:3][CH3:4].FC(F)(F)C(O)=O. The catalyst is ClCCl. The product is [CH2:1]([O:5][C:6]1[CH:11]=[CH:10][C:9]([S:12]([N:15]2[CH2:20][CH2:19][S:18][C:17]([CH3:21])([CH3:22])[CH:16]2[C:23]([OH:25])=[O:24])(=[O:13])=[O:14])=[CH:8][CH:7]=1)[C:2]#[C:3][CH3:4]. The yield is 0.926. (5) The reactants are [NH:1]1[C:9]2[C:4](=[CH:5][CH:6]=[CH:7][C:8]=2[CH2:10][OH:11])[CH:3]=[N:2]1.[OH-].[K+].[I:14]I. The catalyst is CN(C=O)C. The product is [I:14][C:3]1[C:4]2[C:9](=[C:8]([CH2:10][OH:11])[CH:7]=[CH:6][CH:5]=2)[NH:1][N:2]=1. The yield is 0.510.